From a dataset of Catalyst prediction with 721,799 reactions and 888 catalyst types from USPTO. Predict which catalyst facilitates the given reaction. Reactant: O.O.[Sn](Cl)Cl.[N+:6]([C:9]1[CH:14]=[CH:13][C:12]([N:15]2[C:28](=[O:29])[C:18]3=[CH:19][NH:20][C:21]4[C:22]([F:27])=[CH:23][CH:24]=[CH:25][C:26]=4[C:17]3=[N:16]2)=[CH:11][CH:10]=1)([O-])=O.C(OCC)(=O)C.C(=O)(O)[O-].[Na+]. Product: [NH2:6][C:9]1[CH:14]=[CH:13][C:12]([N:15]2[C:28](=[O:29])[C:18]3=[CH:19][NH:20][C:21]4[C:22]([F:27])=[CH:23][CH:24]=[CH:25][C:26]=4[C:17]3=[N:16]2)=[CH:11][CH:10]=1. The catalyst class is: 8.